From a dataset of Forward reaction prediction with 1.9M reactions from USPTO patents (1976-2016). Predict the product of the given reaction. (1) Given the reactants [O:1]([C:8]1[CH:9]=[C:10]([OH:18])[CH:11]=[C:12]([C:14]([F:17])([F:16])[F:15])[CH:13]=1)[C:2]1[CH:7]=[CH:6][CH:5]=[CH:4][CH:3]=1.CCN(C(C)C)C(C)C.[F:28][C:29]([F:42])([F:41])[S:30](O[S:30]([C:29]([F:42])([F:41])[F:28])(=[O:32])=[O:31])(=[O:32])=[O:31].O, predict the reaction product. The product is: [O:1]([C:8]1[CH:9]=[C:10]([O:18][S:30]([C:29]([F:42])([F:41])[F:28])(=[O:32])=[O:31])[CH:11]=[C:12]([C:14]([F:15])([F:16])[F:17])[CH:13]=1)[C:2]1[CH:3]=[CH:4][CH:5]=[CH:6][CH:7]=1. (2) Given the reactants [O:1]=[C:2]1[C:6]2[CH:7]=[CH:8][CH:9]=[CH:10][C:5]=2[S:4][N:3]1[CH2:11][C:12]([O:14]C)=[O:13], predict the reaction product. The product is: [O:1]=[C:2]1[C:6]2[CH:7]=[CH:8][CH:9]=[CH:10][C:5]=2[S:4][N:3]1[CH2:11][C:12]([OH:14])=[O:13]. (3) Given the reactants [C:1]([O-:4])(=O)[CH3:2].[Na+].Cl.Cl.[CH2:8]([NH:15][NH2:16])[C:9]1[CH:14]=[CH:13][CH:12]=[CH:11][CH:10]=1.O.[C:18]1([CH3:25])[C:19]([CH3:24])=[CH:20][CH:21]=[CH:22][CH:23]=1, predict the reaction product. The product is: [CH2:8]([N:15]1[C:25]2[C:18](=[CH:19][CH:24]=[C:1]([OH:4])[CH:2]=2)[C:23]([CH2:22][CH2:21][CH3:20])=[N:16]1)[C:9]1[CH:14]=[CH:13][CH:12]=[CH:11][CH:10]=1. (4) Given the reactants [CH:1]1([O:6][C:7](=[O:51])[CH:8]([NH:43]C(OC(C)(C)C)=O)[CH2:9][CH2:10][O:11][C:12]2[CH:21]=[C:20]3[C:15]([C:16]([O:25][C:26]4[CH:31]=[CH:30][C:29]([NH:32][C:33](=[O:40])[C:34]5[CH:39]=[CH:38][CH:37]=[CH:36][CH:35]=5)=[CH:28][CH:27]=4)=[C:17]([CH:22]4[CH2:24][CH2:23]4)[CH:18]=[N:19]3)=[CH:14][C:13]=2[O:41][CH3:42])[CH2:5][CH2:4][CH2:3][CH2:2]1.Cl.O1CCOCC1, predict the reaction product. The product is: [CH:1]1([O:6][C:7](=[O:51])[CH:8]([NH2:43])[CH2:9][CH2:10][O:11][C:12]2[CH:21]=[C:20]3[C:15]([C:16]([O:25][C:26]4[CH:27]=[CH:28][C:29]([NH:32][C:33](=[O:40])[C:34]5[CH:35]=[CH:36][CH:37]=[CH:38][CH:39]=5)=[CH:30][CH:31]=4)=[C:17]([CH:22]4[CH2:23][CH2:24]4)[CH:18]=[N:19]3)=[CH:14][C:13]=2[O:41][CH3:42])[CH2:2][CH2:3][CH2:4][CH2:5]1. (5) Given the reactants Cl[C:2]1[N:7]=[CH:6][N:5]=[C:4]2[N:8]([C:11]3[CH:16]=[CH:15][C:14]([S:17]([CH3:20])(=[O:19])=[O:18])=[CH:13][CH:12]=3)[N:9]=[CH:10][C:3]=12.[C:21]([O:25][C:26]([N:28]1[CH2:33][CH2:32][CH:31]([SH:34])[CH2:30][CH2:29]1)=[O:27])([CH3:24])([CH3:23])[CH3:22].C(=O)([O-])[O-].[K+].[K+], predict the reaction product. The product is: [C:21]([O:25][C:26]([N:28]1[CH2:33][CH2:32][CH:31]([S:34][C:2]2[N:7]=[CH:6][N:5]=[C:4]3[N:8]([C:11]4[CH:16]=[CH:15][C:14]([S:17]([CH3:20])(=[O:19])=[O:18])=[CH:13][CH:12]=4)[N:9]=[CH:10][C:3]=23)[CH2:30][CH2:29]1)=[O:27])([CH3:24])([CH3:22])[CH3:23].